From a dataset of Catalyst prediction with 721,799 reactions and 888 catalyst types from USPTO. Predict which catalyst facilitates the given reaction. (1) Reactant: O[CH:2]1[C:10]2[C:5](=[C:6]([C:11]3[O:15][C:14]([C:16]4[CH:17]=[CH:18][C:19]([O:24][CH:25]([CH3:27])[CH3:26])=[C:20]([CH:23]=4)[C:21]#[N:22])=[N:13][CH:12]=3)[CH:7]=[CH:8][CH:9]=2)[CH2:4][CH2:3]1.S(Cl)(Cl)=O.C(NCC)(C)C.[CH2:38]([CH2:40][NH2:41])[OH:39]. Product: [OH:39][CH2:38][CH2:40][NH:41][CH:2]1[C:10]2[C:5](=[C:6]([C:11]3[O:15][C:14]([C:16]4[CH:17]=[CH:18][C:19]([O:24][CH:25]([CH3:27])[CH3:26])=[C:20]([CH:23]=4)[C:21]#[N:22])=[N:13][CH:12]=3)[CH:7]=[CH:8][CH:9]=2)[CH2:4][CH2:3]1. The catalyst class is: 2. (2) Reactant: [CH3:1][C:2]([N-:9][CH:10]=[CH:11][N-:12][C:13]([CH3:20])([CH3:19])[CH2:14][C:15]([CH3:18])([CH3:17])[CH3:16])([CH3:8])[CH2:3][C:4]([CH3:7])([CH3:6])[CH3:5].[Li+].[Li+].[Cl:23][SiH:24](Cl)Cl. Product: [Cl:23][SiH:24]1[N:9]([C:2]([CH3:1])([CH3:8])[CH2:3][C:4]([CH3:5])([CH3:6])[CH3:7])[CH:10]=[CH:11][N:12]1[C:13]([CH3:20])([CH3:19])[CH2:14][C:15]([CH3:18])([CH3:17])[CH3:16]. The catalyst class is: 81. (3) The catalyst class is: 148. Reactant: Cl[C:2]1[C:3]2[N:4]([N:16]=[C:17]([C:19]([O:21][CH2:22][CH3:23])=[O:20])[CH:18]=2)[CH:5]=[C:6]([C:8]2[CH:13]=[CH:12][C:11]([Cl:14])=[CH:10][C:9]=2[Cl:15])[N:7]=1.Cl.Cl.[NH2:26][CH2:27][CH2:28][NH:29][C:30]1[CH:37]=[CH:36][C:33]([C:34]#[N:35])=[CH:32][N:31]=1.C(N(CC)C(C)C)(C)C.C(O)(=O)CC(CC(O)=O)(C(O)=O)O. Product: [C:34]([C:33]1[CH:36]=[CH:37][C:30]([NH:29][CH2:28][CH2:27][NH:26][C:2]2[C:3]3[N:4]([N:16]=[C:17]([C:19]([O:21][CH2:22][CH3:23])=[O:20])[CH:18]=3)[CH:5]=[C:6]([C:8]3[CH:13]=[CH:12][C:11]([Cl:14])=[CH:10][C:9]=3[Cl:15])[N:7]=2)=[N:31][CH:32]=1)#[N:35]. (4) Reactant: Cl.[CH2:2]([O:9][C:10]([N:12]1[CH2:21][CH2:20][C:19]2[C:14](=[CH:15][C:16]([NH:22][C:23](=[O:35])[C:24]3[CH:29]=[CH:28][CH:27]=[C:26]([CH:30]4[CH2:34][CH2:33][CH2:32][NH:31]4)[CH:25]=3)=[CH:17][CH:18]=2)[CH2:13]1)=[O:11])[C:3]1[CH:8]=[CH:7][CH:6]=[CH:5][CH:4]=1.CCN(CC)CC.[C:43]([C:45]1[CH:46]=[C:47]([N:51]=[C:52]=[O:53])[CH:48]=[CH:49][CH:50]=1)#[N:44].[N-]=C=O. Product: [CH2:2]([O:9][C:10]([N:12]1[CH2:21][CH2:20][C:19]2[C:14](=[CH:15][C:16]([NH:22][C:23](=[O:35])[C:24]3[CH:29]=[CH:28][CH:27]=[C:26]([CH:30]4[CH2:34][CH2:33][CH2:32][N:31]4[C:52](=[O:53])[NH:51][C:47]4[CH:48]=[CH:49][CH:50]=[C:45]([C:43]#[N:44])[CH:46]=4)[CH:25]=3)=[CH:17][CH:18]=2)[CH2:13]1)=[O:11])[C:3]1[CH:4]=[CH:5][CH:6]=[CH:7][CH:8]=1. The catalyst class is: 3. (5) Reactant: C([O:8][CH2:9]/[CH:10]=[CH:11]\[CH2:12][C@@H:13]([O:25][C:26]1[CH:31]=[CH:30][C:29]([F:32])=[C:28]([CH3:33])[CH:27]=1)[C:14]([N:16]1[C@@H:20]([CH:21]([CH3:23])[CH3:22])[CH2:19][O:18][C:17]1=[O:24])=[O:15])C1C=CC=CC=1. Product: [F:32][C:29]1[CH:30]=[CH:31][C:26]([O:25][C@H:13]([CH2:12][CH2:11][CH2:10][CH2:9][OH:8])[C:14]([N:16]2[C@@H:20]([CH:21]([CH3:23])[CH3:22])[CH2:19][O:18][C:17]2=[O:24])=[O:15])=[CH:27][C:28]=1[CH3:33]. The catalyst class is: 256. (6) Reactant: [ClH:1].[NH2:2][CH2:3][C:4]1([OH:18])[CH2:9][CH2:8][CH:7]([CH2:10][O:11][C:12]2[CH:17]=[CH:16][CH:15]=[CH:14][CH:13]=2)[CH2:6][CH2:5]1. Product: [ClH:1].[NH2:2][CH2:3][C:4]1([OH:18])[CH2:9][CH2:8][CH:7]([CH2:10][O:11][C:12]2[CH:17]=[CH:16][CH:15]=[CH:14][CH:13]=2)[CH2:6][CH2:5]1. The catalyst class is: 871. (7) Product: [CH3:27][N:28]([CH3:30])[CH:29]=[CH:2][C:1]([C:4]1[C:9](=[O:10])[C:8]([O:11][CH3:12])=[CH:7][N:6]([C:13]2[CH:18]=[CH:17][C:16]([N:19]3[CH:23]=[CH:22][CH:21]=[N:20]3)=[CH:15][C:14]=2[F:24])[N:5]=1)=[O:3]. Reactant: [C:1]([C:4]1[C:9](=[O:10])[C:8]([O:11][CH3:12])=[CH:7][N:6]([C:13]2[CH:18]=[CH:17][C:16]([N:19]3[CH:23]=[CH:22][CH:21]=[N:20]3)=[CH:15][C:14]=2[F:24])[N:5]=1)(=[O:3])[CH3:2].CO[CH:27](OC)[N:28]([CH3:30])[CH3:29]. The catalyst class is: 10. (8) Reactant: [O:1]=[C:2]1[N:6]([CH3:7])[C:5]([CH2:14][OH:15])([C:8]2[CH:13]=[CH:12][CH:11]=[CH:10][CH:9]=2)[C:4](=[O:16])[N:3]1[C:17]1[CH:24]=[CH:23][C:20]([C:21]#[N:22])=[C:19]([C:25]([F:28])([F:27])[F:26])[CH:18]=1.[CH3:29][C:30]([CH3:43])([O:32][C:33]([NH:35][C@@H:36]([CH:40]([CH3:42])[CH3:41])[C:37](O)=[O:38])=[O:34])[CH3:31].Cl.CN(C)CCCN=C=NCC.O. Product: [C:21]([C:20]1[CH:23]=[CH:24][C:17]([N:3]2[C:4](=[O:16])[C:5]([CH2:14][O:15][C:37](=[O:38])[C@@H:36]([NH:35][C:33]([O:32][C:30]([CH3:29])([CH3:43])[CH3:31])=[O:34])[CH:40]([CH3:42])[CH3:41])([C:8]3[CH:9]=[CH:10][CH:11]=[CH:12][CH:13]=3)[N:6]([CH3:7])[C:2]2=[O:1])=[CH:18][C:19]=1[C:25]([F:28])([F:26])[F:27])#[N:22]. The catalyst class is: 119. (9) Reactant: C[O:2][C:3]([C@H:5]1[CH2:10][CH2:9][C@H:8]([CH2:11][N:12]2[C:16]3[CH:17]=[C:18]([C:21]([F:24])([F:23])[F:22])[CH:19]=[CH:20][C:15]=3[N:14]([CH3:25])[C:13]2=[O:26])[CH2:7][CH2:6]1)=[O:4].[Li+].[OH-]. Product: [CH3:25][N:14]1[C:15]2[CH:20]=[CH:19][C:18]([C:21]([F:23])([F:22])[F:24])=[CH:17][C:16]=2[N:12]([CH2:11][C@H:8]2[CH2:9][CH2:10][C@H:5]([C:3]([OH:4])=[O:2])[CH2:6][CH2:7]2)[C:13]1=[O:26]. The catalyst class is: 20.